Dataset: Forward reaction prediction with 1.9M reactions from USPTO patents (1976-2016). Task: Predict the product of the given reaction. (1) Given the reactants Br[C:2]1[C:3]([O:11][CH3:12])=[C:4]([C:7]([O:9][CH3:10])=[O:8])[S:5][CH:6]=1.CC1(C)COB([C:20]2[N:24]([CH3:25])[N:23]=[CH:22][CH:21]=2)OC1.C([O-])([O-])=O.[K+].[K+], predict the reaction product. The product is: [CH3:12][O:11][C:3]1[C:2]([C:20]2[N:24]([CH3:25])[N:23]=[CH:22][CH:21]=2)=[CH:6][S:5][C:4]=1[C:7]([O:9][CH3:10])=[O:8]. (2) Given the reactants COC1[CH:20]=[CH:19][C:6]([CH2:7][N:8]2[C:12]([CH2:13][NH2:14])=[CH:11][C:10]([C:15]([F:18])([F:17])[F:16])=[N:9]2)=CC=1.CC(OC(OC(OC(C)(C)C)=O)=O)(C)C, predict the reaction product. The product is: [CH:6]1([CH2:7][N:8]2[C:12]([CH2:13][NH2:14])=[CH:11][C:10]([C:15]([F:16])([F:17])[F:18])=[N:9]2)[CH2:19][CH2:20]1. (3) Given the reactants [CH3:1][N:2]1[C@@H:6]([CH3:7])[C@@H:5]([C:8]2[CH:13]=[CH:12][CH:11]=[CH:10][CH:9]=2)OC1=O.O1CCNC1=O, predict the reaction product. The product is: [CH3:7][C@H:6]([NH:2][CH3:1])[CH2:5][C:8]1[CH:13]=[CH:12][CH:11]=[CH:10][CH:9]=1. (4) Given the reactants [CH2:1]([O:8][C:9]1[N:10]=[N:11][C:12]([C:23]2([C:26]3[CH:31]=[CH:30][CH:29]=[CH:28][CH:27]=3)[CH2:25][CH2:24]2)=[CH:13][C:14]=1[O:15][CH2:16][C:17]1[CH:22]=[CH:21][CH:20]=[CH:19][CH:18]=1)[C:2]1[CH:7]=[CH:6][CH:5]=[CH:4][CH:3]=1.C(OC1N=NC(C(C2C=CC([C:62]([F:65])([F:64])[F:63])=CC=2)=C)=CC=1OCC1C=CC=CC=1)C1C=CC=CC=1, predict the reaction product. The product is: [CH2:1]([O:8][C:9]1[N:10]=[N:11][C:12]([C:23]2([C:26]3[CH:31]=[CH:30][C:29]([C:62]([F:65])([F:64])[F:63])=[CH:28][CH:27]=3)[CH2:24][CH2:25]2)=[CH:13][C:14]=1[O:15][CH2:16][C:17]1[CH:18]=[CH:19][CH:20]=[CH:21][CH:22]=1)[C:2]1[CH:3]=[CH:4][CH:5]=[CH:6][CH:7]=1. (5) Given the reactants C([N:8]1[CH2:13][CH2:12][N:11]([S:14]([CH3:17])(=[O:16])=[O:15])[CH2:10][CH2:9]1)C1C=CC=CC=1.[Cl:18]C(OC(Cl)C)=O, predict the reaction product. The product is: [ClH:18].[CH3:17][S:14]([N:11]1[CH2:12][CH2:13][NH:8][CH2:9][CH2:10]1)(=[O:16])=[O:15]. (6) Given the reactants [CH3:1][N:2]1[CH2:7][CH2:6][CH:5]([O:8][C:9](=[O:24])[C:10]([OH:23])([C:17]2[CH:22]=[CH:21][CH:20]=[CH:19][CH:18]=2)[C:11]2[CH:16]=[CH:15][CH:14]=[CH:13][CH:12]=2)[CH2:4][CH2:3]1.[CH2:25]([O:32][C:33](=[O:43])[C:34]1[CH:39]=[CH:38][C:37]([CH2:40][CH2:41][Br:42])=[CH:36][CH:35]=1)[C:26]1[CH:31]=[CH:30][CH:29]=[CH:28][CH:27]=1, predict the reaction product. The product is: [Br-:42].[CH2:25]([O:32][C:33]([C:34]1[CH:39]=[CH:38][C:37]([CH2:40][CH2:41][N+:2]2([CH3:1])[CH2:3][CH2:4][CH:5]([O:8][C:9](=[O:24])[C:10]([OH:23])([C:11]3[CH:16]=[CH:15][CH:14]=[CH:13][CH:12]=3)[C:17]3[CH:22]=[CH:21][CH:20]=[CH:19][CH:18]=3)[CH2:6][CH2:7]2)=[CH:36][CH:35]=1)=[O:43])[C:26]1[CH:31]=[CH:30][CH:29]=[CH:28][CH:27]=1. (7) Given the reactants [NH2:1][C:2]1[C:6]([C:7]([O:9][CH2:10][CH3:11])=[O:8])=[CH:5][NH:4][N:3]=1.[H-].[Na+].[CH3:14][O:15][C:16]1[CH:23]=[CH:22][C:19]([CH2:20]Cl)=[CH:18][CH:17]=1, predict the reaction product. The product is: [NH2:1][C:2]1[C:6]([C:7]([O:9][CH2:10][CH3:11])=[O:8])=[CH:5][N:4]([CH2:20][C:19]2[CH:22]=[CH:23][C:16]([O:15][CH3:14])=[CH:17][CH:18]=2)[N:3]=1.[NH2:1][C:2]1[N:3]([CH2:20][C:19]2[CH:22]=[CH:23][C:16]([O:15][CH3:14])=[CH:17][CH:18]=2)[N:4]=[CH:5][C:6]=1[C:7]([O:9][CH2:10][CH3:11])=[O:8]. (8) Given the reactants [NH:1]1[CH2:6][CH2:5][NH:4][CH2:3][CH2:2]1.CS([C:11]1[N:12]=[CH:13][C:14]2[C:19]([C:20]3[CH:25]=[CH:24][CH:23]=[CH:22][CH:21]=3)=[C:18]([C:26]3[CH:31]=[CH:30][C:29]([C:32]4([NH:36][C:37](=[O:43])[O:38][C:39]([CH3:42])([CH3:41])[CH3:40])[CH2:35][CH2:34][CH2:33]4)=[CH:28][CH:27]=3)[O:17][C:15]=2[N:16]=1)(=O)=O, predict the reaction product. The product is: [C:20]1([C:19]2[C:14]3[CH:13]=[N:12][C:11]([N:1]4[CH2:6][CH2:5][NH:4][CH2:3][CH2:2]4)=[N:16][C:15]=3[O:17][C:18]=2[C:26]2[CH:31]=[CH:30][C:29]([C:32]3([NH:36][C:37](=[O:43])[O:38][C:39]([CH3:41])([CH3:40])[CH3:42])[CH2:33][CH2:34][CH2:35]3)=[CH:28][CH:27]=2)[CH:21]=[CH:22][CH:23]=[CH:24][CH:25]=1. (9) Given the reactants C(O[C:4]([C:6]1[CH:10]=[C:9]([CH2:11][NH:12][C:13]([O:15][C:16]([CH3:19])([CH3:18])[CH3:17])=[O:14])[O:8][N:7]=1)=[O:5])C.[NH:20]1[CH2:24][CH2:23][CH2:22][CH2:21]1, predict the reaction product. The product is: [N:20]1([C:4]([C:6]2[CH:10]=[C:9]([CH2:11][NH:12][C:13]([O:15][C:16]([CH3:17])([CH3:18])[CH3:19])=[O:14])[O:8][N:7]=2)=[O:5])[CH2:24][CH2:23][CH2:22][CH2:21]1. (10) Given the reactants [CH2:1]([NH2:9])[CH2:2][CH2:3][CH2:4][CH2:5][CH2:6][CH2:7][CH3:8].Cl[CH2:11][C:12]1[CH:20]=[CH:19][C:15]([C:16](Cl)=[O:17])=[CH:14][CH:13]=1.[C:21]1(/[CH:27]=[CH:28]/[C:29](Cl)=[O:30])[CH:26]=[CH:25][CH:24]=[CH:23][CH:22]=1.C(O)(=O)C.[NH2:36][CH2:37][C:38]1[CH:50]=[CH:49][C:41]2[O:42]C(C)(C)[O:44][C:45](=[O:46])[C:40]=2[CH:39]=1, predict the reaction product. The product is: [OH:42][C:41]1[CH:49]=[CH:50][C:38]([CH2:37][N:36]([CH2:11][C:12]2[CH:20]=[CH:19][C:15]([C:16]([NH:9][CH2:1][CH2:2][CH2:3][CH2:4][CH2:5][CH2:6][CH2:7][CH3:8])=[O:17])=[CH:14][CH:13]=2)[C:29](=[O:30])/[CH:28]=[CH:27]/[C:21]2[CH:26]=[CH:25][CH:24]=[CH:23][CH:22]=2)=[CH:39][C:40]=1[C:45]([OH:46])=[O:44].